Dataset: Reaction yield outcomes from USPTO patents with 853,638 reactions. Task: Predict the reaction yield, written as a fraction of the theoretical maximum amount of product (1.0 means a 100% yield; for example, 0.34 means a 34% yield). (1) The reactants are [OH:1][CH2:2][CH2:3][NH:4][CH2:5][CH2:6][CH:7]1[S:11][C:10]([C:12]2[NH:13][C:14]3[C:19]([CH:20]=2)=[CH:18][CH:17]=[CH:16][C:15]=3[N:21]([CH3:30])[S:22]([C:25]2[S:26][CH:27]=[CH:28][CH:29]=2)(=[O:24])=[O:23])=[N:9][CH2:8]1.Cl[CH2:32][C:33](Cl)=[O:34].[OH-].[Na+].Cl. The catalyst is C(O)C.O. The product is [CH3:30][N:21]([C:15]1[CH:16]=[CH:17][CH:18]=[C:19]2[C:14]=1[NH:13][C:12]([C:10]1[S:11][CH:7]([CH2:6][CH2:5][N:4]3[CH2:3][CH2:2][O:1][CH2:32][C:33]3=[O:34])[CH2:8][N:9]=1)=[CH:20]2)[S:22]([C:25]1[S:26][CH:27]=[CH:28][CH:29]=1)(=[O:24])=[O:23]. The yield is 0.410. (2) The reactants are B(Cl)(Cl)Cl.[CH2:5]([NH:7][C:8]([C:10]1[C:14]([C:15]2[CH:20]=[CH:19][C:18]([CH2:21][N:22]3[CH2:27][CH2:26][O:25][CH2:24][CH2:23]3)=[CH:17][CH:16]=2)=[C:13]([C:28]2[CH:33]=[C:32]([Cl:34])[C:31]([O:35]CC3C=CC=CC=3)=[CH:30][C:29]=2[O:43]CC2C=CC=CC=2)[O:12][N:11]=1)=[O:9])[CH3:6].C([O-])(O)=O.[Na+]. The catalyst is C(Cl)Cl. The product is [CH2:5]([NH:7][C:8]([C:10]1[C:14]([C:15]2[CH:16]=[CH:17][C:18]([CH2:21][N:22]3[CH2:27][CH2:26][O:25][CH2:24][CH2:23]3)=[CH:19][CH:20]=2)=[C:13]([C:28]2[CH:33]=[C:32]([Cl:34])[C:31]([OH:35])=[CH:30][C:29]=2[OH:43])[O:12][N:11]=1)=[O:9])[CH3:6]. The yield is 0.640. (3) The catalyst is CN(C)C=O. The product is [CH2:28]([O:27][C:25](=[O:26])[CH2:24][N:10]1[C:11]2[C@@:12]3([CH3:22])[C:19]([CH3:21])([CH3:20])[C@H:15]([CH2:14][CH2:13]3)[C:16]=2[C:17](=[O:18])[N:9]1[C:3]1[CH:4]=[CH:5][C:6]([F:8])=[CH:7][C:2]=1[F:1])[CH3:29]. The reactants are [F:1][C:2]1[CH:7]=[C:6]([F:8])[CH:5]=[CH:4][C:3]=1[N:9]1[C:17](=[O:18])[C:16]2[C@@H:15]3[C:19]([CH3:21])([CH3:20])[C@@:12]([CH3:22])([CH2:13][CH2:14]3)[C:11]=2[NH:10]1.I[CH2:24][C:25]([O:27][CH2:28][CH3:29])=[O:26]. The yield is 0.400.